From a dataset of Catalyst prediction with 721,799 reactions and 888 catalyst types from USPTO. Predict which catalyst facilitates the given reaction. (1) Reactant: [CH3:1][C:2]1[CH:3]=[C:4]([CH3:34])[C:5]2[O:9][C:8]([NH:10][C:11]3[CH:16]=[CH:15][C:14]([C:17]4[C:25]5[C:20](=[N:21][CH:22]=[N:23][C:24]=5[NH2:26])[N:19]([CH:27]5[CH2:32][CH2:31][NH:30][CH2:29][CH2:28]5)[N:18]=4)=[CH:13][CH:12]=3)=[N:7][C:6]=2[CH:33]=1.C(N(CC)CC)C.[C:42](Cl)(=[O:46])[CH:43]([CH3:45])[CH3:44].CO. Product: [NH2:26][C:24]1[N:23]=[CH:22][N:21]=[C:20]2[N:19]([CH:27]3[CH2:32][CH2:31][N:30]([C:42](=[O:46])[CH:43]([CH3:45])[CH3:44])[CH2:29][CH2:28]3)[N:18]=[C:17]([C:14]3[CH:15]=[CH:16][C:11]([NH:10][C:8]4[O:9][C:5]5[C:4]([CH3:34])=[CH:3][C:2]([CH3:1])=[CH:33][C:6]=5[N:7]=4)=[CH:12][CH:13]=3)[C:25]=12. The catalyst class is: 4. (2) Reactant: [F:1][C@@H:2]1[CH2:7][CH2:6][CH2:5][CH2:4][C@H:3]1[OH:8].[H-].[Na+].[C:11]([O:15][C:16](=[O:44])[CH2:17][O:18][C:19]1[C:24]([CH3:25])=[CH:23][C:22]([C:26]2[O:27][C:28]3[N:29]=[C:30](S(C)(=O)=O)[N:31]=[C:32]([O:35][CH2:36][CH2:37][CH3:38])[C:33]=3[N:34]=2)=[CH:21][C:20]=1[CH3:43])([CH3:14])([CH3:13])[CH3:12]. Product: [C:11]([O:15][C:16](=[O:44])[CH2:17][O:18][C:19]1[C:24]([CH3:25])=[CH:23][C:22]([C:26]2[O:27][C:28]3[N:29]=[C:30]([O:8][C@@H:3]4[CH2:4][CH2:5][CH2:6][CH2:7][C@H:2]4[F:1])[N:31]=[C:32]([O:35][CH2:36][CH2:37][CH3:38])[C:33]=3[N:34]=2)=[CH:21][C:20]=1[CH3:43])([CH3:12])([CH3:13])[CH3:14]. The catalyst class is: 9. (3) Reactant: [CH2:1]([NH:3][NH2:4])[CH3:2].[F:5][C:6]([F:17])([F:16])[C:7](=O)[CH:8]([CH3:14])[C:9](OCC)=[O:10].Cl. The catalyst class is: 8. Product: [CH2:1]([N:3]1[C:9]([OH:10])=[C:8]([CH3:14])[C:7]([C:6]([F:17])([F:16])[F:5])=[N:4]1)[CH3:2]. (4) Reactant: [F:1][C:2]1[CH:21]=[CH:20][C:5]([C:6]([NH:8][CH:9]2[CH2:17][C:16]3[C:11](=[CH:12][CH:13]=[C:14]([O:18]C)[CH:15]=3)[CH2:10]2)=[O:7])=[CH:4][CH:3]=1.B(Br)(Br)Br.ClCCl.CO. Product: [F:1][C:2]1[CH:21]=[CH:20][C:5]([C:6]([NH:8][CH:9]2[CH2:17][C:16]3[C:11](=[CH:12][CH:13]=[C:14]([OH:18])[CH:15]=3)[CH2:10]2)=[O:7])=[CH:4][CH:3]=1. The catalyst class is: 4. (5) Reactant: [NH2:1][C:2]1[CH:7]=[C:6]([CH2:8][OH:9])[CH:5]=[CH:4][N:3]=1.[C:10](OC(=O)C)(=[O:12])[CH3:11].[C:17](OCC)(=[O:19])[CH3:18]. Product: [C:10]([O:9][CH2:8][C:6]1[CH:5]=[CH:4][N:3]=[C:2]([NH:1][C:17](=[O:19])[CH3:18])[CH:7]=1)(=[O:12])[CH3:11]. The catalyst class is: 17. (6) Reactant: [Cl:1][C:2]1[CH:3]=[CH:4][C:5]([O:25][CH3:26])=[C:6]([NH:8][C:9](=[O:24])[CH2:10][N:11]2[C:19]3[CH2:18][CH2:17][NH:16][CH2:15][C:14]=3[C:13]([C:20]([F:23])([F:22])[F:21])=[N:12]2)[CH:7]=1.[CH3:27][C:28]([CH3:30])=O.C([BH3-])#N.[Na+]. Product: [Cl:1][C:2]1[CH:3]=[CH:4][C:5]([O:25][CH3:26])=[C:6]([NH:8][C:9](=[O:24])[CH2:10][N:11]2[C:19]3[CH2:18][CH2:17][N:16]([CH:28]([CH3:30])[CH3:27])[CH2:15][C:14]=3[C:13]([C:20]([F:23])([F:22])[F:21])=[N:12]2)[CH:7]=1. The catalyst class is: 5. (7) Reactant: [Cl:1][C:2]1[C:7]([C:8]2[CH:9]=[C:10]3[C:14](=[CH:15][CH:16]=2)[NH:13][N:12]=[CH:11]3)=[CH:6][CH:5]=[CH:4][N:3]=1.Br[C:18]1C=C2C(=CC=1C)N(C(OC(C)(C)C)=O)N=C2.ClC1C(B2OC(C)(C)C(C)(C)O2)=CC=CN=1.C([O-])([O-])=O.[Na+].[Na+]. Product: [Cl:1][C:2]1[C:7]([C:8]2[CH:9]=[C:10]3[C:14](=[CH:15][C:16]=2[CH3:18])[NH:13][N:12]=[CH:11]3)=[CH:6][CH:5]=[CH:4][N:3]=1. The catalyst class is: 77. (8) Reactant: [CH2:1]([O:3][C:4]([C:6]1[NH:7][CH:8]=[C:9]2[CH:18]([C:19]3[O:20][C:21]([S:24][C:25]4[NH:29][C:28]5[CH:30]=[CH:31][C:32]([OH:34])=[CH:33][C:27]=5[N:26]=4)=[CH:22][CH:23]=3)[C:17]3[C:16](=[O:35])[CH2:15][N:14](OC(C)(C)C)[CH2:13][C:12]=3[NH:11][C:10]=12)=[O:5])[CH3:2].[ClH:41]. Product: [ClH:41].[CH2:1]([O:3][C:4]([C:6]1[NH:7][CH:8]=[C:9]2[CH:18]([C:19]3[O:20][C:21]([S:24][C:25]4[NH:29][C:28]5[CH:30]=[CH:31][C:32]([OH:34])=[CH:33][C:27]=5[N:26]=4)=[CH:22][CH:23]=3)[C:17]3[C:16](=[O:35])[CH2:15][NH:14][CH2:13][C:12]=3[NH:11][C:10]=12)=[O:5])[CH3:2]. The catalyst class is: 12.